From a dataset of Full USPTO retrosynthesis dataset with 1.9M reactions from patents (1976-2016). Predict the reactants needed to synthesize the given product. (1) Given the product [NH2:13][C:6]1[C:7]([C:10]([NH2:12])=[O:11])=[N:8][NH:9][C:5]=1[CH2:1][CH:2]([CH3:4])[CH3:3], predict the reactants needed to synthesize it. The reactants are: [CH2:1]([C:5]1[NH:9][N:8]=[C:7]([C:10]([NH2:12])=[O:11])[C:6]=1[N+:13]([O-])=O)[CH:2]([CH3:4])[CH3:3]. (2) Given the product [F:14][C:9]1[C:8]2[NH:7][C:6](=[O:15])[C:5]3[S:16][CH:17]=[CH:18][C:4]=3[C:3]=2[C:2]([C:27]2[CH:41]=[CH:40][C:30]([CH2:31][NH:32][C:33](=[O:39])[O:34][C:35]([CH3:36])([CH3:37])[CH3:38])=[CH:29][CH:28]=2)=[C:11]([O:12][CH3:13])[CH:10]=1, predict the reactants needed to synthesize it. The reactants are: Br[C:2]1[C:3]2[C:4]3[CH:18]=[CH:17][S:16][C:5]=3[C:6](=[O:15])[NH:7][C:8]=2[C:9]([F:14])=[CH:10][C:11]=1[O:12][CH3:13].CC1(C)C(C)(C)OB([C:27]2[CH:41]=[CH:40][C:30]([CH2:31][NH:32][C:33](=[O:39])[O:34][C:35]([CH3:38])([CH3:37])[CH3:36])=[CH:29][CH:28]=2)O1.